From a dataset of Forward reaction prediction with 1.9M reactions from USPTO patents (1976-2016). Predict the product of the given reaction. (1) Given the reactants [Cl:1][C:2]1[CH:3]=[C:4]([NH:10][C:11]([CH2:13][CH:14]([CH3:19])[CH2:15][C:16]([OH:18])=O)=[O:12])[CH:5]=[CH:6][C:7]=1[C:8]#[N:9].CCN(C(C)C)C(C)C.C(P1(=O)OP(CCC)(=O)OP(CCC)(=O)O1)CC.[NH2:47][C:48]1[N:63]=[CH:62][C:51]2[N:52]([CH2:60][CH3:61])[C:53](=[O:59])[N:54]([CH2:57][CH3:58])[C:55](=[O:56])[C:50]=2[CH:49]=1, predict the reaction product. The product is: [Cl:1][C:2]1[CH:3]=[C:4]([NH:10][C:11](=[O:12])[CH2:13][CH:14]([CH3:19])[CH2:15][C:16]([NH:47][C:48]2[N:63]=[CH:62][C:51]3[N:52]([CH2:60][CH3:61])[C:53](=[O:59])[N:54]([CH2:57][CH3:58])[C:55](=[O:56])[C:50]=3[CH:49]=2)=[O:18])[CH:5]=[CH:6][C:7]=1[C:8]#[N:9]. (2) Given the reactants [Br:1][C:2]1[CH:7]=[CH:6][C:5]([NH:8][C:9]2[C:10]([C:19]([NH:21][O:22][CH2:23][CH:24]3[CH2:28][O:27]C(C)(C)[O:25]3)=[O:20])=[CH:11][C:12]3[O:16][CH:15]=[N:14][C:13]=3[C:17]=2[F:18])=[C:4]([Cl:31])[CH:3]=1.FC(F)(F)C(O)=O, predict the reaction product. The product is: [Br:1][C:2]1[CH:7]=[CH:6][C:5]([NH:8][C:9]2[C:10]([C:19]([NH:21][O:22][CH2:23][CH:24]([OH:25])[CH2:28][OH:27])=[O:20])=[CH:11][C:12]3[O:16][CH:15]=[N:14][C:13]=3[C:17]=2[F:18])=[C:4]([Cl:31])[CH:3]=1. (3) Given the reactants C(OC(=O)[NH:7][C@@:8]([C:24]1[CH:33]=[CH:32][C:31]2[C:26](=[CH:27][CH:28]=[C:29]([O:38][CH:39]3[CH2:44][CH2:43][CH:42]([CH:45]4[CH2:49][CH2:48][CH2:47][CH2:46]4)[CH2:41][CH2:40]3)[C:30]=2[C:34]([F:37])([F:36])[F:35])[CH:25]=1)([CH3:23])[CH2:9][O:10][P:11]([O:18]C(C)(C)C)([O:13]C(C)(C)C)=[O:12])(C)(C)C.Cl.O.C(O)(=O)C, predict the reaction product. The product is: [NH2:7][C@@:8]([C:24]1[CH:33]=[CH:32][C:31]2[C:26](=[CH:27][CH:28]=[C:29]([O:38][CH:39]3[CH2:44][CH2:43][CH:42]([CH:45]4[CH2:49][CH2:48][CH2:47][CH2:46]4)[CH2:41][CH2:40]3)[C:30]=2[C:34]([F:35])([F:36])[F:37])[CH:25]=1)([CH3:23])[CH2:9][O:10][P:11](=[O:12])([OH:13])[OH:18]. (4) Given the reactants [CH3:1][O:2][C:3](=[O:17])[C:4]1[CH:9]=[C:8]([CH2:10]OS(C)(=O)=O)[CH:7]=[C:6]([F:16])[CH:5]=1.[C-:18]#[N:19].[Na+].C1OCCOCCOCCOCCOCCOC1, predict the reaction product. The product is: [CH3:1][O:2][C:3](=[O:17])[C:4]1[CH:5]=[C:6]([F:16])[CH:7]=[C:8]([CH2:10][C:18]#[N:19])[CH:9]=1. (5) Given the reactants [CH2:1]([O:8][C:9]([N:11]1[CH2:16][CH2:15][C@H:14]([C:17]2[NH:18][CH:19]=[C:20]([C:22]3[CH:27]=[CH:26][C:25]([F:28])=[C:24]([CH3:29])[CH:23]=3)[N:21]=2)[C@H:13]([F:30])[CH2:12]1)=[O:10])[C:2]1[CH:7]=[CH:6][CH:5]=[CH:4][CH:3]=1.[H-].[Na+].[C:33]([O:37][C:38]([N:40]1[CH2:43][CH:42]([CH2:44]I)[CH2:41]1)=[O:39])([CH3:36])([CH3:35])[CH3:34], predict the reaction product. The product is: [CH2:1]([O:8][C:9]([N:11]1[CH2:16][CH2:15][C@H:14]([C:17]2[N:18]([CH2:44][CH:42]3[CH2:43][N:40]([C:38]([O:37][C:33]([CH3:34])([CH3:36])[CH3:35])=[O:39])[CH2:41]3)[CH:19]=[C:20]([C:22]3[CH:27]=[CH:26][C:25]([F:28])=[C:24]([CH3:29])[CH:23]=3)[N:21]=2)[C@H:13]([F:30])[CH2:12]1)=[O:10])[C:2]1[CH:7]=[CH:6][CH:5]=[CH:4][CH:3]=1.